Dataset: Reaction yield outcomes from USPTO patents with 853,638 reactions. Task: Predict the reaction yield, written as a fraction of the theoretical maximum amount of product (1.0 means a 100% yield; for example, 0.34 means a 34% yield). (1) The reactants are [NH2:1][C:2]1[N:7]=[CH:6][N:5]=[C:4]2[N:8]([C:12]3[CH:17]=[CH:16][C:15]([N+:18]([O-:20])=[O:19])=[CH:14][CH:13]=3)[N:9]=[C:10](I)[C:3]=12.[CH3:21][O:22][C:23]1[CH:28]=[C:27](B2OC(C)(C)C(C)(C)O2)[CH:26]=[CH:25][C:24]=1[NH:38][C:39](=[O:45])[O:40][C:41]([CH3:44])([CH3:43])[CH3:42].C(=O)([O-])[O-].[Na+].[Na+]. The catalyst is CN(C)C=O.O.C1C=CC([P]([Pd]([P](C2C=CC=CC=2)(C2C=CC=CC=2)C2C=CC=CC=2)([P](C2C=CC=CC=2)(C2C=CC=CC=2)C2C=CC=CC=2)[P](C2C=CC=CC=2)(C2C=CC=CC=2)C2C=CC=CC=2)(C2C=CC=CC=2)C2C=CC=CC=2)=CC=1. The product is [NH2:1][C:2]1[N:7]=[CH:6][N:5]=[C:4]2[N:8]([C:12]3[CH:17]=[CH:16][C:15]([N+:18]([O-:20])=[O:19])=[CH:14][CH:13]=3)[N:9]=[C:10]([C:27]3[CH:26]=[CH:25][C:24]([NH:38][C:39](=[O:45])[O:40][C:41]([CH3:42])([CH3:43])[CH3:44])=[C:23]([O:22][CH3:21])[CH:28]=3)[C:3]=12. The yield is 0.630. (2) The reactants are ClC(Cl)(Cl)[C:3]1[O:7][N:6]=[C:5]([C:8]([O:10][CH2:11][CH3:12])=[O:9])[N:4]=1.Cl.[CH3:16][NH:17][CH3:18].CCN(C(C)C)C(C)C. The catalyst is CN(C)C=O.O. The product is [CH3:16][N:17]([CH3:18])[C:3]1[O:7][N:6]=[C:5]([C:8]([O:10][CH2:11][CH3:12])=[O:9])[N:4]=1. The yield is 0.990. (3) The reactants are [Br:1][C:2]1[CH:3]=[CH:4][C:5]2[NH:6][C:7]3[C:12]([C:13]=2[CH:14]=1)=[CH:11][C:10]([Br:15])=[CH:9][CH:8]=3.[H-].[Na+].[C:18]([O:23][CH3:24])(=[O:22])[CH:19]1[O:21][CH2:20]1. The catalyst is CN(C=O)C. The product is [Br:15][C:10]1[CH:9]=[CH:8][C:7]2[N:6]([CH2:20][CH:19]([OH:21])[C:18]([O:23][CH3:24])=[O:22])[C:5]3[C:13]([C:12]=2[CH:11]=1)=[CH:14][C:2]([Br:1])=[CH:3][CH:4]=3. The yield is 0.320. (4) The reactants are C(OC([N:8]1[CH2:12][CH2:11][CH2:10][C@@H:9]1[CH2:13][O:14][C:15]1[CH:20]=[CH:19][C:18]([CH2:21][C:22]2[S:23][C:24]3[CH:30]=[CH:29][CH:28]=[CH:27][C:25]=3[N:26]=2)=[CH:17][CH:16]=1)=O)(C)(C)C.[ClH:31].CCOCC. The catalyst is O1CCOCC1. The product is [ClH:31].[NH:8]1[CH2:12][CH2:11][CH2:10][C@@H:9]1[CH2:13][O:14][C:15]1[CH:20]=[CH:19][C:18]([CH2:21][C:22]2[S:23][C:24]3[CH:30]=[CH:29][CH:28]=[CH:27][C:25]=3[N:26]=2)=[CH:17][CH:16]=1. The yield is 0.800. (5) The reactants are [NH:1]1[CH:5]=[CH:4][N:3]=[C:2]1[C:6]([O:8][CH2:9][CH2:10][CH2:11][CH3:12])=[O:7].Br[CH2:14][C:15]1[CH:24]=[CH:23][C:22]2[C:17](=[CH:18][CH:19]=[CH:20][CH:21]=2)[CH:16]=1. No catalyst specified. The product is [CH:16]1[C:17]2[C:22](=[CH:21][CH:20]=[CH:19][CH:18]=2)[CH:23]=[CH:24][C:15]=1[CH2:14][N:1]1[CH:5]=[CH:4][N:3]=[C:2]1[C:6]([O:8][CH2:9][CH2:10][CH2:11][CH3:12])=[O:7]. The yield is 0.710. (6) The reactants are Cl.[F:2][C:3]1[CH:8]=[CH:7][C:6]([CH:9]([OH:23])[CH:10]([NH2:22])[CH2:11][C:12]2[CH:17]=[CH:16][C:15]([C:18]([F:21])([F:20])[F:19])=[CH:14][CH:13]=2)=[CH:5][CH:4]=1.[C:24](Cl)(=[O:33])[C:25]1[CH:30]=[CH:29][C:28]([O:31][CH3:32])=[CH:27][CH:26]=1.C(=O)([O-])O.[Na+]. The catalyst is C(OCC)(=O)C.O. The product is [F:2][C:3]1[CH:4]=[CH:5][C:6]([CH:9]([OH:23])[CH:10]([NH:22][C:24](=[O:33])[C:25]2[CH:30]=[CH:29][C:28]([O:31][CH3:32])=[CH:27][CH:26]=2)[CH2:11][C:12]2[CH:17]=[CH:16][C:15]([C:18]([F:21])([F:20])[F:19])=[CH:14][CH:13]=2)=[CH:7][CH:8]=1. The yield is 0.720.